This data is from Forward reaction prediction with 1.9M reactions from USPTO patents (1976-2016). The task is: Predict the product of the given reaction. Given the reactants [CH3:1][N:2]1[C:7](=O)[CH2:6][CH2:5][C:4]([N+:15]([O-:17])=[O:16])([C:9]2[CH:14]=[CH:13][N:12]=[CH:11][CH:10]=2)[CH2:3]1.COC1C=CC(P2(SP(C3C=CC(OC)=CC=3)(=S)S2)=[S:27])=CC=1, predict the reaction product. The product is: [CH3:1][N:2]1[C:7](=[S:27])[CH2:6][CH2:5][C:4]([N+:15]([O-:17])=[O:16])([C:9]2[CH:14]=[CH:13][N:12]=[CH:11][CH:10]=2)[CH2:3]1.